Task: Predict the product of the given reaction.. Dataset: Forward reaction prediction with 1.9M reactions from USPTO patents (1976-2016) (1) Given the reactants [OH-].[K+].O.[CH2:4]([O:6][CH2:7][CH2:8][OH:9])[CH3:5].Br[C:11]([C:13]([F:16])([F:15])[F:14])=[CH2:12], predict the reaction product. The product is: [CH2:4]([O:6][CH2:7][CH2:8][O:9][CH:12]=[CH:11][C:13]([F:16])([F:15])[F:14])[CH3:5]. (2) Given the reactants C([O:5][C:6](=[O:24])[CH2:7][CH2:8][C:9]1[CH:14]=[CH:13][C:12]([OH:15])=[CH:11][C:10]=1[CH:16]([C:18]([O:20][CH:21]([CH3:23])[CH3:22])=[O:19])[NH2:17])(C)(C)C.[C:25]1([C:40]2[CH:45]=[CH:44][CH:43]=[CH:42][CH:41]=2)[CH:30]=[CH:29][C:28]([C:31]2[CH:35]=[C:34]([CH3:36])[N:33]([CH2:37][CH2:38]O)[N:32]=2)=[CH:27][CH:26]=1, predict the reaction product. The product is: [C:25]1([C:40]2[CH:41]=[CH:42][CH:43]=[CH:44][CH:45]=2)[CH:30]=[CH:29][C:28]([C:31]2[CH:35]=[C:34]([CH3:36])[N:33]([CH2:37][CH2:38][O:15][C:12]3[CH:13]=[CH:14][C:9]([CH2:8][CH2:7][C:6]([OH:5])=[O:24])=[C:10]([CH:16]([C:18]([O:20][CH:21]([CH3:22])[CH3:23])=[O:19])[NH2:17])[CH:11]=3)[N:32]=2)=[CH:27][CH:26]=1. (3) Given the reactants [F:1][C:2]1[CH:7]=[C:6]([F:8])[CH:5]=[CH:4][C:3]=1[C:9]1[CH:14]=[C:13]([N+:15]([O-:17])=[O:16])[CH:12]=[C:11]([OH:18])[CH:10]=1.C([O-])([O-])=O.[K+].[K+].I[CH2:26][CH:27]([F:29])[F:28], predict the reaction product. The product is: [F:28][CH:27]([F:29])[CH2:26][O:18][C:11]1[CH:10]=[C:9]([C:3]2[CH:4]=[CH:5][C:6]([F:8])=[CH:7][C:2]=2[F:1])[CH:14]=[C:13]([N+:15]([O-:17])=[O:16])[CH:12]=1. (4) The product is: [CH3:28][C:29]([CH3:39])([CH2:37][CH3:38])[CH2:30][C:31]1[N:32]=[C:33]([CH3:36])[N:34]([C:8]([C:21]2[CH:26]=[CH:25][CH:24]=[CH:23][CH:22]=2)([C:15]2[CH:20]=[CH:19][CH:18]=[CH:17][CH:16]=2)[C:9]2[CH:14]=[CH:13][CH:12]=[CH:11][CH:10]=2)[CH:35]=1. Given the reactants C(N(CC)CC)C.[C:8](Br)([C:21]1[CH:26]=[CH:25][CH:24]=[CH:23][CH:22]=1)([C:15]1[CH:20]=[CH:19][CH:18]=[CH:17][CH:16]=1)[C:9]1[CH:14]=[CH:13][CH:12]=[CH:11][CH:10]=1.[CH3:28][C:29]([CH3:39])([CH2:37][CH3:38])[CH2:30][C:31]1[N:32]=[C:33]([CH3:36])[NH:34][CH:35]=1, predict the reaction product. (5) Given the reactants [Cl:1][C:2]1[C:3]([C:8]([OH:10])=O)=[N:4][N:5]([CH3:7])[CH:6]=1.O1CCCC1.C(Cl)(=O)C(Cl)=O.[NH2:22][C:23]1[CH:24]=[C:25]([CH:42]=[CH:43][CH:44]=1)[O:26][C:27]1[CH:28]=[CH:29][C:30]2[N:31]([N:33]=[C:34]([NH:36][C:37]([CH:39]3[CH2:41][CH2:40]3)=[O:38])[N:35]=2)[CH:32]=1, predict the reaction product. The product is: [Cl:1][C:2]1[C:3]([C:8]([NH:22][C:23]2[CH:44]=[CH:43][CH:42]=[C:25]([O:26][C:27]3[CH:28]=[CH:29][C:30]4[N:31]([N:33]=[C:34]([NH:36][C:37]([CH:39]5[CH2:40][CH2:41]5)=[O:38])[N:35]=4)[CH:32]=3)[CH:24]=2)=[O:10])=[N:4][N:5]([CH3:7])[CH:6]=1. (6) Given the reactants [Cl:1][C:2]1[C:7]([CH3:8])=[CH:6][C:5]([OH:9])=[CH:4][C:3]=1[CH3:10].[N+:11]([O-])([OH:13])=[O:12], predict the reaction product. The product is: [Cl:1][C:2]1[C:7]([CH3:8])=[CH:6][C:5]([OH:9])=[C:4]([N+:11]([O-:13])=[O:12])[C:3]=1[CH3:10]. (7) The product is: [Br:1][C:2]1[CH:7]=[N:6][CH:5]=[C:4]2[S:8][C:9]([C:11]#[N:13])=[CH:10][C:3]=12. Given the reactants [Br:1][C:2]1[CH:7]=[N:6][CH:5]=[C:4]2[S:8][C:9]([C:11]([NH2:13])=O)=[CH:10][C:3]=12.C(OC(C(F)(F)F)=O)(C(F)(F)F)=O, predict the reaction product.